Predict the reactants needed to synthesize the given product. From a dataset of Full USPTO retrosynthesis dataset with 1.9M reactions from patents (1976-2016). (1) The reactants are: [CH:1]1[CH:6]=[C:5]([Cl:7])[C:4]([Cl:8])=[C:3]([C:9]2[N:14]=[N:13][C:12]([NH2:15])=[N:11][C:10]=2[NH2:16])[CH:2]=1.[C:17]([OH:26])(=[O:25])[CH2:18][CH2:19][CH2:20][CH2:21][C:22]([OH:24])=[O:23]. Given the product [CH:1]1[CH:6]=[C:5]([Cl:7])[C:4]([Cl:8])=[C:3]([C:9]2[N:14]=[N:13][C:12]([NH2:15])=[N:11][C:10]=2[NH2:16])[CH:2]=1.[C:17]([O-:26])(=[O:25])[CH2:18][CH2:19][CH2:20][CH2:21][C:22]([O-:24])=[O:23], predict the reactants needed to synthesize it. (2) The reactants are: [CH3:1][C:2]1([CH3:26])[CH2:11][CH2:10][C:9]([CH3:13])([CH3:12])[C:8]2[CH:7]=[C:6]([C:14]3[N:15]=[C:16]([N:19]4[CH2:24][CH2:23][CH:22]([NH2:25])[CH2:21][CH2:20]4)[S:17][CH:18]=3)[CH:5]=[CH:4][C:3]1=2.C(OC([N:34]1[CH2:38][CH2:37][C@H:36]([OH:39])[C@H:35]1[C:40](O)=[O:41])=O)(C)(C)C.Cl. Given the product [CH3:1][C:2]1([CH3:26])[CH2:11][CH2:10][C:9]([CH3:12])([CH3:13])[C:8]2[CH:7]=[C:6]([C:14]3[N:15]=[C:16]([N:19]4[CH2:24][CH2:23][CH:22]([NH:25][C:40]([C@@H:35]5[C@@H:36]([OH:39])[CH2:37][CH2:38][NH:34]5)=[O:41])[CH2:21][CH2:20]4)[S:17][CH:18]=3)[CH:5]=[CH:4][C:3]1=2, predict the reactants needed to synthesize it.